Dataset: Peptide-MHC class I binding affinity with 185,985 pairs from IEDB/IMGT. Task: Regression. Given a peptide amino acid sequence and an MHC pseudo amino acid sequence, predict their binding affinity value. This is MHC class I binding data. (1) The peptide sequence is SKYAGINIL. The MHC is HLA-B15:03 with pseudo-sequence HLA-B15:03. The binding affinity (normalized) is 1.00. (2) The peptide sequence is FMTATPPGA. The MHC is HLA-A02:03 with pseudo-sequence HLA-A02:03. The binding affinity (normalized) is 0.535. (3) The peptide sequence is SIYAGNTPK. The MHC is HLA-A02:01 with pseudo-sequence HLA-A02:01. The binding affinity (normalized) is 0.0847. (4) The peptide sequence is TSPLTTGQT. The MHC is Mamu-A01 with pseudo-sequence Mamu-A01. The binding affinity (normalized) is 0.259. (5) The peptide sequence is RIYKRSLKL. The MHC is HLA-A03:01 with pseudo-sequence HLA-A03:01. The binding affinity (normalized) is 0.728.